The task is: Predict the product of the given reaction.. This data is from Forward reaction prediction with 1.9M reactions from USPTO patents (1976-2016). (1) Given the reactants [Cl:1][C:2]1[CH:3]=[CH:4][C:5]2[N:11]3[CH:12]=[CH:13][N:14]=[C:10]3[C@H:9]([CH2:15][CH:16]3OCC[O:17]3)[O:8][C@@H:7]([C:21]3[CH:26]=[CH:25][CH:24]=[C:23]([O:27][CH3:28])[C:22]=3[O:29][CH3:30])[C:6]=2[CH:31]=1.Cl(O)(=O)(=O)=O, predict the reaction product. The product is: [Cl:1][C:2]1[CH:3]=[CH:4][C:5]2[N:11]3[CH:12]=[CH:13][N:14]=[C:10]3[C@H:9]([CH2:15][CH2:16][OH:17])[O:8][C@@H:7]([C:21]3[CH:26]=[CH:25][CH:24]=[C:23]([O:27][CH3:28])[C:22]=3[O:29][CH3:30])[C:6]=2[CH:31]=1. (2) Given the reactants [CH3:1][O:2][C:3](=[O:21])[C@H:4]([CH2:13][C:14]1[CH:19]=[CH:18][C:17]([NH2:20])=[CH:16][CH:15]=1)[NH:5][C:6]([O:8][C:9]([CH3:12])([CH3:11])[CH3:10])=[O:7].C([NH:39][C@@H:40]([C:48](O)=[O:49])[CH2:41][C:42]1[CH:47]=[CH:46][CH:45]=[CH:44][CH:43]=1)(OCC1C2C(=CC=CC=2)C2C1=CC=CC=2)=O.CCN(C(C)C)C(C)C.CN(C(ON1N=NC2C=CC=CC1=2)=[N+](C)C)C.F[P-](F)(F)(F)(F)F.N1CCCCC1, predict the reaction product. The product is: [CH3:1][O:2][C:3](=[O:21])[C@H:4]([CH2:13][C:14]1[CH:19]=[CH:18][C:17]([NH:20][C:48](=[O:49])[C@H:40]([NH2:39])[CH2:41][C:42]2[CH:43]=[CH:44][CH:45]=[CH:46][CH:47]=2)=[CH:16][CH:15]=1)[NH:5][C:6]([O:8][C:9]([CH3:12])([CH3:10])[CH3:11])=[O:7]. (3) Given the reactants [CH3:1][C:2]1([CH3:22])[CH:6]([C:7]2[CH:12]=[CH:11][C:10]([CH3:13])=[CH:9][CH:8]=2)[C:5]2[C:14]([CH3:21])=[C:15]([NH2:20])[C:16]([CH3:19])=[C:17]([CH3:18])[C:4]=2[O:3]1.[CH3:23][O:24][C:25]1[CH:26]=[C:27]2[C:32](=O)[O:31][C:29](=[O:30])[C:28]2=[CH:34][C:35]=1[O:36][CH3:37].C(N=C=NCCCN(C)C)C.ON1C2C=CC=CC=2N=N1.[OH-].[Na+], predict the reaction product. The product is: [CH3:37][O:36][C:35]1[CH:34]=[C:28]2[C:27](=[CH:26][C:25]=1[O:24][CH3:23])[C:32](=[O:31])[N:20]([C:15]1[C:16]([CH3:19])=[C:17]([CH3:18])[C:4]3[O:3][C:2]([CH3:22])([CH3:1])[CH:6]([C:7]4[CH:8]=[CH:9][C:10]([CH3:13])=[CH:11][CH:12]=4)[C:5]=3[C:14]=1[CH3:21])[C:29]2=[O:30].